From a dataset of Full USPTO retrosynthesis dataset with 1.9M reactions from patents (1976-2016). Predict the reactants needed to synthesize the given product. (1) The reactants are: [F:1][C:2]1[CH:3]=[C:4]([C:9]2[C:10](=[O:15])[NH:11][CH:12]=[N:13][CH:14]=2)[CH:5]=[CH:6][C:7]=1[OH:8].Cl[C:17]1[C:26]2[C:21](=[CH:22][C:23]([O:29][CH3:30])=[C:24]([O:27][CH3:28])[CH:25]=2)[N:20]=[CH:19][CH:18]=1. Given the product [CH3:28][O:27][C:24]1[CH:25]=[C:26]2[C:21](=[CH:22][C:23]=1[O:29][CH3:30])[N:20]=[CH:19][CH:18]=[C:17]2[O:8][C:7]1[CH:6]=[CH:5][C:4]([C:9]2[C:10](=[O:15])[NH:11][CH:12]=[N:13][CH:14]=2)=[CH:3][C:2]=1[F:1], predict the reactants needed to synthesize it. (2) Given the product [CH2:1]([N:8]([CH2:24][C@H:25]([OH:46])[CH2:26][O:27][C:28]1[CH:33]=[CH:32][C:31]([O:34][CH2:35][C:36]2[CH:37]=[CH:38][CH:39]=[CH:40][CH:41]=2)=[C:30]([S:42]([CH3:45])(=[O:43])=[O:44])[CH:29]=1)[C@H:9]1[CH2:10][CH2:11][C@H:12]([C:15]2[CH:16]=[CH:17][C:18]([C:19]([NH:75][CH2:74][C:73]3[CH:76]=[CH:77][C:70]([F:69])=[CH:71][CH:72]=3)=[O:20])=[CH:22][CH:23]=2)[CH2:13][CH2:14]1)[C:2]1[CH:3]=[CH:4][CH:5]=[CH:6][CH:7]=1, predict the reactants needed to synthesize it. The reactants are: [CH2:1]([N:8]([CH2:24][C@H:25]([OH:46])[CH2:26][O:27][C:28]1[CH:33]=[CH:32][C:31]([O:34][CH2:35][C:36]2[CH:41]=[CH:40][CH:39]=[CH:38][CH:37]=2)=[C:30]([S:42]([CH3:45])(=[O:44])=[O:43])[CH:29]=1)[C@H:9]1[CH2:14][CH2:13][C@H:12]([C:15]2[CH:23]=[CH:22][C:18]([C:19](O)=[O:20])=[CH:17][CH:16]=2)[CH2:11][CH2:10]1)[C:2]1[CH:7]=[CH:6][CH:5]=[CH:4][CH:3]=1.ON1C2C=CC=CC=2N=N1.Cl.C(N=C=NCCCN(C)C)C.[F:69][C:70]1[CH:77]=[CH:76][C:73]([CH2:74][NH2:75])=[CH:72][CH:71]=1. (3) The reactants are: [Cl:1][C:2]1[CH:7]=[CH:6][C:5]([N:8]([CH2:31][C:32]2[CH:37]=[CH:36][C:35]([O:38][CH3:39])=[CH:34][CH:33]=2)[C:9]([C:11]2[S:15][C:14]([NH:16][C:17]3[CH:22]=[CH:21][C:20](/[CH:23]=[CH:24]\[C:25]4[CH:30]=[CH:29][CH:28]=[CH:27][CH:26]=4)=[CH:19][CH:18]=3)=[N:13][CH:12]=2)=[O:10])=[CH:4][CH:3]=1.ClC1C=CC=C(C(OO)=[O:48])C=1. Given the product [Cl:1][C:2]1[CH:3]=[CH:4][C:5]([N:8]([CH2:31][C:32]2[CH:33]=[CH:34][C:35]([O:38][CH3:39])=[CH:36][CH:37]=2)[C:9]([C:11]2[S:15][C:14]([NH:16][C:17]3[CH:22]=[CH:21][C:20]([CH:23]4[CH:24]([C:25]5[CH:30]=[CH:29][CH:28]=[CH:27][CH:26]=5)[O:48]4)=[CH:19][CH:18]=3)=[N:13][CH:12]=2)=[O:10])=[CH:6][CH:7]=1, predict the reactants needed to synthesize it. (4) Given the product [NH:5]1[CH2:6][CH2:7][CH2:8][CH2:9][C@@H:4]1[C:2]([NH2:1])=[O:3], predict the reactants needed to synthesize it. The reactants are: [NH2:1][C:2]([C@H:4]1[CH2:9][CH2:8][CH2:7][CH2:6][N:5]1C(OC(C)(C)C)=O)=[O:3].Cl.O1CCOCC1. (5) Given the product [CH3:25][N:4]1[C:5]2[CH:10]=[CH:9][CH:8]=[CH:7][C:6]=2[CH2:11][C:12](=[O:13])[N:14]([CH2:15][C@H:16]2[CH2:17][CH2:18][C@H:19]([C:22]([N:35]3[CH2:36][CH2:37][N:32]([C:27]4[CH:28]=[CH:29][CH:30]=[CH:31][N:26]=4)[CH2:33][CH2:34]3)=[O:24])[CH2:20][CH2:21]2)[C:1]1=[O:3], predict the reactants needed to synthesize it. The reactants are: [C:1]([N:4]([CH3:25])[C:5]1[CH:10]=[CH:9][CH:8]=[CH:7][C:6]=1[CH2:11][C:12]([NH:14][CH2:15][C@H:16]1[CH2:21][CH2:20][C@H:19]([C:22]([OH:24])=O)[CH2:18][CH2:17]1)=[O:13])([OH:3])=O.[N:26]1[CH:31]=[CH:30][CH:29]=[CH:28][C:27]=1[N:32]1[CH2:37][CH2:36][NH:35][CH2:34][CH2:33]1. (6) The reactants are: C[O:2][C:3](=[O:25])[CH2:4][O:5][C:6]1[CH:15]=[CH:14][CH:13]=[C:12]2[C:7]=1[CH:8]=[C:9]([CH2:17][C:18]1[CH:23]=[CH:22][C:21]([Cl:24])=[CH:20][CH:19]=1)[C:10]([CH3:16])=[N:11]2.C(O)C.[OH-].[Li+]. Given the product [Cl:24][C:21]1[CH:20]=[CH:19][C:18]([CH2:17][C:9]2[C:10]([CH3:16])=[N:11][C:12]3[C:7]([CH:8]=2)=[C:6]([O:5][CH2:4][C:3]([OH:25])=[O:2])[CH:15]=[CH:14][CH:13]=3)=[CH:23][CH:22]=1, predict the reactants needed to synthesize it. (7) Given the product [N+:17]([C:20]1[CH:21]=[CH:22][C:1]([S:2]([O:5][CH2:6][CH2:7][C:8]2[CH:13]=[CH:12][CH:11]=[C:10]([N+:14]([O-:16])=[O:15])[CH:9]=2)(=[O:3])=[O:4])=[CH:24][CH:25]=1)([O-:19])=[O:18], predict the reactants needed to synthesize it. The reactants are: [CH3:1][S:2]([O:5][CH2:6][CH2:7][C:8]1[CH:13]=[CH:12][CH:11]=[C:10]([N+:14]([O-:16])=[O:15])[CH:9]=1)(=[O:4])=[O:3].[N+:17]([C:20]1[CH:21]=[C:22](CCO)C=[CH:24][CH:25]=1)([O-:19])=[O:18].[N+](C1C=CC(S(Cl)(=O)=O)=CC=1)([O-])=O. (8) Given the product [Cl:1][C:2]1[CH:7]=[CH:6][C:5]([C:8]2[S:25][C:11]3[N:12]([CH3:24])[C:13](=[O:23])[N:14]([CH2:17][CH2:18][CH2:19][OH:20])[C:15](=[O:16])[C:10]=3[C:9]=2[CH3:26])=[CH:4][CH:3]=1, predict the reactants needed to synthesize it. The reactants are: [Cl:1][C:2]1[CH:7]=[CH:6][C:5]([C:8]2[S:25][C:11]3[N:12]([CH3:24])[C:13](=[O:23])[N:14]([CH2:17][CH2:18][C:19](OC)=[O:20])[C:15](=[O:16])[C:10]=3[C:9]=2[CH3:26])=[CH:4][CH:3]=1.[BH4-].[Na+].